This data is from Catalyst prediction with 721,799 reactions and 888 catalyst types from USPTO. The task is: Predict which catalyst facilitates the given reaction. Reactant: C(OC(=O)[N:7]([CH:13]([CH3:35])[C:14]#[C:15][C:16]1[S:20][C:19]([O:21][C:22]2[CH:27]=[CH:26][C:25]([O:28][C:29]3[CH:34]=[CH:33][CH:32]=[CH:31][CH:30]=3)=[CH:24][CH:23]=2)=[N:18][CH:17]=1)[C:8]1[S:9][CH:10]=[CH:11][N:12]=1)(C)(C)C.C(O)(C(F)(F)F)=O. The catalyst class is: 2. Product: [CH3:35][CH:13]([NH:7][C:8]1[S:9][CH:10]=[CH:11][N:12]=1)[C:14]#[C:15][C:16]1[S:20][C:19]([O:21][C:22]2[CH:27]=[CH:26][C:25]([O:28][C:29]3[CH:34]=[CH:33][CH:32]=[CH:31][CH:30]=3)=[CH:24][CH:23]=2)=[N:18][CH:17]=1.